The task is: Predict the reaction yield, written as a fraction of the theoretical maximum amount of product (1.0 means a 100% yield; for example, 0.34 means a 34% yield).. This data is from Reaction yield outcomes from USPTO patents with 853,638 reactions. (1) The reactants are [C:1]1(=[CH:6][CH2:7][CH2:8][CH:9]([OH:11])[CH3:10])[CH2:5][CH2:4][CH2:3][CH2:2]1.[C:12](O[C:12](=[O:15])[CH2:13][CH3:14])(=[O:15])[CH2:13][CH3:14].CCN(CC)CC. The catalyst is CN(C1C=CN=CC=1)C.CC(OC)(C)C. The product is [C:12]([O:11][CH:9]([CH2:8][CH2:7][CH:6]=[C:1]1[CH2:5][CH2:4][CH2:3][CH2:2]1)[CH3:10])(=[O:15])[CH2:13][CH3:14]. The yield is 0.800. (2) The reactants are Cl.[CH3:2][O:3][C:4]([C@H:6]1[C@@H:11]([NH2:12])[CH:10]2[CH2:13][CH2:14][CH:7]1[CH2:8][CH2:9]2)=[O:5].C([O-])(=O)C.[Na+].[F:20][C:21]1[CH:28]=[CH:27][C:24]([CH:25]=O)=[CH:23][CH:22]=1.C([BH3-])#N.[Na+].C(=O)(O)[O-].[Na+]. The catalyst is CO.C(OCC)(=O)C. The product is [CH3:2][O:3][C:4]([C@H:6]1[C@@H:11]([NH:12][CH2:25][C:24]2[CH:27]=[CH:28][C:21]([F:20])=[CH:22][CH:23]=2)[CH:10]2[CH2:13][CH2:14][CH:7]1[CH2:8][CH2:9]2)=[O:5]. The yield is 0.720. (3) The reactants are [CH3:1][O:2][C:3]1[CH:8]=[CH:7][C:6]([OH:9])=[CH:5][CH:4]=1.Cl[C:11]1[N:12]=[C:13]([OH:21])[C:14]2[CH:20]=[CH:19][N:18]=[CH:17][C:15]=2[N:16]=1. No catalyst specified. The product is [CH3:1][O:2][C:3]1[CH:8]=[CH:7][C:6]([O:9][C:11]2[N:12]=[C:13]([OH:21])[C:14]3[CH:20]=[CH:19][N:18]=[CH:17][C:15]=3[N:16]=2)=[CH:5][CH:4]=1. The yield is 0.400. (4) The reactants are [CH3:1][O:2][C:3]1[CH:4]=[C:5]2[C:10](=[CH:11][C:12]=1[O:13][CH3:14])[N:9]=[CH:8][N:7]=[C:6]2[CH:15]1[CH2:20][CH2:19][N:18]([C:21](Cl)=[O:22])[CH2:17][CH2:16]1.[F:24][CH:25]([F:34])[O:26][C:27]1[CH:33]=[CH:32][C:30]([NH2:31])=[CH:29][CH:28]=1.CCN(C(C)C)C(C)C. The catalyst is CS(C)=O. The product is [F:24][CH:25]([F:34])[O:26][C:27]1[CH:28]=[CH:29][C:30]([NH:31][C:21]([N:18]2[CH2:19][CH2:20][CH:15]([C:6]3[C:5]4[C:10](=[CH:11][C:12]([O:13][CH3:14])=[C:3]([O:2][CH3:1])[CH:4]=4)[N:9]=[CH:8][N:7]=3)[CH2:16][CH2:17]2)=[O:22])=[CH:32][CH:33]=1. The yield is 0.320. (5) The reactants are [CH3:1][O:2][C:3]1[CH:8]=[CH:7][C:6]([CH:9]=[CH:10][CH2:11][CH2:12][CH2:13][CH2:14][CH2:15][O:16][C:17]2[CH:22]=[CH:21][CH:20]=[CH:19][CH:18]=2)=[CH:5][CH:4]=1. The catalyst is CCOC(C)=O.[Pd]. The product is [CH3:1][O:2][C:3]1[CH:8]=[CH:7][C:6]([CH2:9][CH2:10][CH2:11][CH2:12][CH2:13][CH2:14][CH2:15][O:16][C:17]2[CH:18]=[CH:19][CH:20]=[CH:21][CH:22]=2)=[CH:5][CH:4]=1. The yield is 0.950.